The task is: Regression. Given a peptide amino acid sequence and an MHC pseudo amino acid sequence, predict their binding affinity value. This is MHC class II binding data.. This data is from Peptide-MHC class II binding affinity with 134,281 pairs from IEDB. (1) The binding affinity (normalized) is 0. The MHC is HLA-DQA10201-DQB10202 with pseudo-sequence HLA-DQA10201-DQB10202. The peptide sequence is DITVKNCVLKKSTNG. (2) The peptide sequence is PTSENNAHHVCWLEA. The MHC is HLA-DQA10201-DQB10303 with pseudo-sequence HLA-DQA10201-DQB10303. The binding affinity (normalized) is 0.272. (3) The peptide sequence is KNKVVKVLRPAPGGK. The MHC is DRB1_1301 with pseudo-sequence DRB1_1301. The binding affinity (normalized) is 0.652.